From a dataset of Full USPTO retrosynthesis dataset with 1.9M reactions from patents (1976-2016). Predict the reactants needed to synthesize the given product. (1) Given the product [CH3:1][CH:2]([CH3:34])[C@@H:3]([NH:8][S:9]([C:12]1[CH:33]=[CH:32][C:15]2[O:16][C:17]3[CH:22]=[C:21]([C:36]4[S:37][CH:38]=[CH:39][N:40]=4)[CH:20]=[CH:19][C:18]=3[C:14]=2[CH:13]=1)(=[O:10])=[O:11])[C:4]([O:6][CH3:7])=[O:5], predict the reactants needed to synthesize it. The reactants are: [CH3:1][CH:2]([CH3:34])[C@@H:3]([NH:8][S:9]([C:12]1[CH:33]=[CH:32][C:15]2[O:16][C:17]3[CH:22]=[C:21](B4OC(C)(C)C(C)(C)O4)[CH:20]=[CH:19][C:18]=3[C:14]=2[CH:13]=1)(=[O:11])=[O:10])[C:4]([O:6][CH3:7])=[O:5].Br[C:36]1[S:37][CH:38]=[CH:39][N:40]=1.C(Cl)Cl.[O-]P([O-])([O-])=O.[K+].[K+].[K+]. (2) The reactants are: [CH:1]1([CH2:4][O:5][C:6]2[N:11]=[C:10]([C:12]([OH:14])=O)[CH:9]=[CH:8][C:7]=2[C:15]([F:18])([F:17])[F:16])[CH2:3][CH2:2]1.Cl.[NH2:20][C:21]([CH2:28][CH3:29])([CH2:26][CH3:27])[C:22]([O:24][CH3:25])=[O:23]. Given the product [CH3:25][O:24][C:22](=[O:23])[C:21]([NH:20][C:12]([C:10]1[CH:9]=[CH:8][C:7]([C:15]([F:18])([F:17])[F:16])=[C:6]([O:5][CH2:4][CH:1]2[CH2:2][CH2:3]2)[N:11]=1)=[O:14])([CH2:28][CH3:29])[CH2:26][CH3:27], predict the reactants needed to synthesize it. (3) Given the product [CH2:14]([O:13][C:11](=[O:12])[CH2:10][CH:9]([NH:8][C:67](=[O:68])[CH2:66][CH:63]1[CH2:64][CH2:65][N:60]([C:58]([O:57][C:53]([CH3:55])([CH3:54])[CH3:56])=[O:59])[CH2:61][CH2:62]1)[C:16]1[CH:21]=[CH:20][CH:19]=[CH:18][N:17]=1)[CH3:15], predict the reactants needed to synthesize it. The reactants are: FC(F)(F)C(O)=O.[NH2:8][CH:9]([C:16]1[CH:21]=[CH:20][CH:19]=[CH:18][N:17]=1)[CH2:10][C:11]([O:13][CH2:14][CH3:15])=[O:12].CCN(C(C)C)C(C)C.CN(C(ON1N=NC2C=CC=CC1=2)=[N+](C)C)C.[B-](F)(F)(F)F.[C:53]([O:57][C:58]([N:60]1[CH2:65][CH2:64][CH:63]([CH2:66][C:67](O)=[O:68])[CH2:62][CH2:61]1)=[O:59])([CH3:56])([CH3:55])[CH3:54]. (4) Given the product [OH:2][C:3]1[CH:12]=[CH:11][C:10]2[C:5](=[CH:6][CH:7]=[C:8]([C:13]3[CH:18]=[CH:17][CH:16]=[C:15]([OH:19])[CH:14]=3)[CH:9]=2)[C:4]=1[C:21]1[CH:22]=[C:23]([S:27]([NH:30][C:31]2[S:32][CH:33]=[CH:34][N:35]=2)(=[O:29])=[O:28])[CH:24]=[CH:25][CH:26]=1, predict the reactants needed to synthesize it. The reactants are: C[O:2][C:3]1[CH:12]=[CH:11][C:10]2[C:5](=[CH:6][CH:7]=[C:8]([C:13]3[CH:18]=[CH:17][CH:16]=[C:15]([O:19]C)[CH:14]=3)[CH:9]=2)[C:4]=1[C:21]1[CH:22]=[C:23]([S:27]([NH:30][C:31]2[S:32][CH:33]=[CH:34][N:35]=2)(=[O:29])=[O:28])[CH:24]=[CH:25][CH:26]=1.B(Br)(Br)Br.